Dataset: Full USPTO retrosynthesis dataset with 1.9M reactions from patents (1976-2016). Task: Predict the reactants needed to synthesize the given product. (1) Given the product [F:11][C:12]1[CH:17]=[CH:16][C:15]([CH2:18][CH2:19][OH:20])=[CH:14][C:13]=1[C:23]1[CH:24]=[N:25][N:26]([CH3:28])[CH:27]=1, predict the reactants needed to synthesize it. The reactants are: [H-].C([Al+]CC(C)C)C(C)C.[F:11][C:12]1[CH:17]=[CH:16][C:15]([CH2:18][C:19](OC)=[O:20])=[CH:14][C:13]=1[C:23]1[CH:24]=[N:25][N:26]([CH3:28])[CH:27]=1. (2) Given the product [CH3:1][C:2]1[CH:8]=[CH:7][CH:6]=[C:5]([CH3:9])[C:3]=1[N:4]1[C:13](=[O:12])[C:14]2[C:19](=[CH:18][CH:17]=[C:16]([C:20]([OH:22])=[O:21])[CH:15]=2)[C:11]1=[O:10], predict the reactants needed to synthesize it. The reactants are: [CH3:1][C:2]1[CH:8]=[CH:7][CH:6]=[C:5]([CH3:9])[C:3]=1[NH2:4].[O:10]=[C:11]1[C:19]2[C:14](=[CH:15][C:16]([C:20]([OH:22])=[O:21])=[CH:17][CH:18]=2)[C:13](=O)[O:12]1.O. (3) The reactants are: C1(CN(C2C=CC(S(C)(=O)=O)=CC=2)[C:8](=[O:19])[NH:9][C:10]2[S:11][CH:12]=[C:13](CC(O)=O)[N:14]=2)CCCC1.[CH:30]1([CH2:35][NH:36][C:37]2[CH:42]=[CH:41][CH:40]=[C:39]([F:43])[C:38]=2[Cl:44])[CH2:34][CH2:33][CH2:32][CH2:31]1.C([O:47][C:48](=[O:57])[CH2:49][S:50]C1SC(N)=NC=1)C. Given the product [Cl:44][C:38]1[C:39]([F:43])=[CH:40][CH:41]=[CH:42][C:37]=1[N:36]([CH2:35][CH:30]1[CH2:31][CH2:32][CH2:33][CH2:34]1)[C:8](=[O:19])[NH:9][C:10]1[S:11][C:12]([S:50][CH2:49][C:48]([OH:57])=[O:47])=[CH:13][N:14]=1, predict the reactants needed to synthesize it.